Dataset: Full USPTO retrosynthesis dataset with 1.9M reactions from patents (1976-2016). Task: Predict the reactants needed to synthesize the given product. (1) Given the product [OH:39][CH2:38][C:37]([NH:36][S:33]([C:29]1[CH:28]=[C:27]([NH:26][C:12]([C:11]2[CH:10]=[N:9][N:8]3[C:3]([CH:2]([F:25])[F:1])=[CH:4][C:5]([C:15]4[CH:20]=[CH:19][C:18]([C:21]([F:22])([F:24])[F:23])=[CH:17][CH:16]=4)=[N:6][C:7]=23)=[O:14])[CH:32]=[CH:31][CH:30]=1)(=[O:35])=[O:34])([CH3:41])[CH3:40], predict the reactants needed to synthesize it. The reactants are: [F:1][CH:2]([F:25])[C:3]1[N:8]2[N:9]=[CH:10][C:11]([C:12]([OH:14])=O)=[C:7]2[N:6]=[C:5]([C:15]2[CH:20]=[CH:19][C:18]([C:21]([F:24])([F:23])[F:22])=[CH:17][CH:16]=2)[CH:4]=1.[NH2:26][C:27]1[CH:28]=[C:29]([S:33]([NH:36][C:37]([CH3:41])([CH3:40])[CH2:38][OH:39])(=[O:35])=[O:34])[CH:30]=[CH:31][CH:32]=1. (2) Given the product [CH2:8]([O:10][C:11](=[O:33])[CH:12]([O:30][CH2:31][CH3:32])[CH2:13][C:14]1[CH:19]=[CH:18][C:17]([O:20][CH2:21][CH2:22][C:23]2[CH:24]=[CH:25][C:26]([O:29][S:37]([CH:34]([CH3:36])[CH3:35])(=[O:39])=[O:38])=[CH:27][CH:28]=2)=[CH:16][CH:15]=1)[CH3:9], predict the reactants needed to synthesize it. The reactants are: C(N(CC)CC)C.[CH2:8]([O:10][C:11](=[O:33])[CH:12]([O:30][CH2:31][CH3:32])[CH2:13][C:14]1[CH:19]=[CH:18][C:17]([O:20][CH2:21][CH2:22][C:23]2[CH:28]=[CH:27][C:26]([OH:29])=[CH:25][CH:24]=2)=[CH:16][CH:15]=1)[CH3:9].[CH:34]([S:37](Cl)(=[O:39])=[O:38])([CH3:36])[CH3:35].O. (3) Given the product [F:1][C:2]1[CH:26]=[CH:25][CH:24]=[C:23]([F:27])[C:3]=1[C:4]([NH:6][C:7]1[S:8][C:9]([C:16]2[CH:21]=[CH:20][CH:19]=[C:18]([F:22])[CH:17]=2)=[C:10]([CH2:12][OH:13])[N:11]=1)=[O:5], predict the reactants needed to synthesize it. The reactants are: [F:1][C:2]1[CH:26]=[CH:25][CH:24]=[C:23]([F:27])[C:3]=1[C:4]([NH:6][C:7]1[S:8][C:9]([C:16]2[CH:21]=[CH:20][CH:19]=[C:18]([F:22])[CH:17]=2)=[C:10]([C:12](OC)=[O:13])[N:11]=1)=[O:5].[H-].[Al+3].[Li+].[H-].[H-].[H-]. (4) Given the product [OH:1][C:2]1[CH:9]=[CH:8][C:5]([CH2:6][NH:7][C:11](=[O:10])[O:13][C:14]([CH3:17])([CH3:16])[CH3:15])=[CH:4][CH:3]=1, predict the reactants needed to synthesize it. The reactants are: [OH:1][C:2]1[CH:9]=[CH:8][C:5]([CH2:6][NH2:7])=[CH:4][CH:3]=1.[O:10](C(OC(C)(C)C)=O)[C:11]([O:13][C:14]([CH3:17])([CH3:16])[CH3:15])=O.C(N(CC)CC)C.O. (5) Given the product [CH3:37][N:34]1[C:35]([CH3:36])=[C:31]([NH:30][C:28]2[N:27]=[CH:26][N:25]=[C:24]([C:22]3[CH:21]=[CH:20][C:4]([O:5][C@H:6]4[CH2:11][CH2:10][NH:9][CH2:8][C@H:7]4[F:19])=[C:3]([CH:23]=3)[C:1]#[N:2])[N:29]=2)[CH:32]=[N:33]1, predict the reactants needed to synthesize it. The reactants are: [C:1]([C:3]1[CH:23]=[C:22]([C:24]2[N:29]=[C:28]([NH:30][C:31]3[CH:32]=[N:33][N:34]([CH3:37])[C:35]=3[CH3:36])[N:27]=[CH:26][N:25]=2)[CH:21]=[CH:20][C:4]=1[O:5][C@H:6]1[CH2:11][CH2:10][N:9](C(OC(C)(C)C)=O)[CH2:8][C@H:7]1[F:19])#[N:2].FC(F)(F)C(O)=O. (6) Given the product [O:2]1[CH2:13][CH2:12][CH2:16][O:3][B:1]1[C:8]1[CH:7]=[C:6]([CH:11]=[CH:10][CH:9]=1)[CH:4]=[O:5], predict the reactants needed to synthesize it. The reactants are: [BH:1]([OH:3])[OH:2].[CH:4]([C:6]1[CH:7]=[CH:8][CH:9]=[CH:10][CH:11]=1)=[O:5].[CH2:12](O)[CH2:13]O.[CH2:16](OCC)C. (7) Given the product [CH:4]1([C:7]2[NH:3][N:2]=[C:9]([CH3:10])[CH:8]=2)[CH2:6][CH2:5]1, predict the reactants needed to synthesize it. The reactants are: O.[NH2:2][NH2:3].[CH:4]1([C:7](=O)[CH2:8][C:9](=O)[CH3:10])[CH2:6][CH2:5]1.